Dataset: Catalyst prediction with 721,799 reactions and 888 catalyst types from USPTO. Task: Predict which catalyst facilitates the given reaction. Reactant: [C:1]([O:9][CH2:10][CH3:11])(=[O:8])[CH2:2][C:3]([O:5][CH2:6][CH3:7])=[O:4].[H-].[Na+].CS(O[CH2:19][C@H:20]1[CH2:25][CH2:24][C@@H:23]([CH2:26][N:27]([CH2:35][C:36]2[CH:41]=[CH:40][CH:39]=[CH:38][CH:37]=2)[CH2:28][C:29]2[CH:34]=[CH:33][CH:32]=[CH:31][CH:30]=2)[CH2:22][CH2:21]1)(=O)=O. Product: [CH2:28]([N:27]([CH2:26][C@@H:23]1[CH2:22][CH2:21][C@H:20]([CH2:19][CH:2]([C:3]([O:5][CH2:6][CH3:7])=[O:4])[C:1]([O:9][CH2:10][CH3:11])=[O:8])[CH2:25][CH2:24]1)[CH2:35][C:36]1[CH:41]=[CH:40][CH:39]=[CH:38][CH:37]=1)[C:29]1[CH:34]=[CH:33][CH:32]=[CH:31][CH:30]=1. The catalyst class is: 3.